This data is from NCI-60 drug combinations with 297,098 pairs across 59 cell lines. The task is: Regression. Given two drug SMILES strings and cell line genomic features, predict the synergy score measuring deviation from expected non-interaction effect. (1) Synergy scores: CSS=30.7, Synergy_ZIP=-6.67, Synergy_Bliss=-1.78, Synergy_Loewe=0.722, Synergy_HSA=1.03. Drug 2: CN(C)C1=NC(=NC(=N1)N(C)C)N(C)C. Cell line: OVCAR3. Drug 1: C1CN1C2=NC(=NC(=N2)N3CC3)N4CC4. (2) Drug 1: C1=CN(C(=O)N=C1N)C2C(C(C(O2)CO)O)O.Cl. Drug 2: CC1=C(C=C(C=C1)NC(=O)C2=CC=C(C=C2)CN3CCN(CC3)C)NC4=NC=CC(=N4)C5=CN=CC=C5. Cell line: OVCAR-8. Synergy scores: CSS=34.8, Synergy_ZIP=0.502, Synergy_Bliss=0.254, Synergy_Loewe=-21.4, Synergy_HSA=0.122. (3) Drug 1: CC1C(C(=O)NC(C(=O)N2CCCC2C(=O)N(CC(=O)N(C(C(=O)O1)C(C)C)C)C)C(C)C)NC(=O)C3=C4C(=C(C=C3)C)OC5=C(C(=O)C(=C(C5=N4)C(=O)NC6C(OC(=O)C(N(C(=O)CN(C(=O)C7CCCN7C(=O)C(NC6=O)C(C)C)C)C)C(C)C)C)N)C. Drug 2: CCCCCOC(=O)NC1=NC(=O)N(C=C1F)C2C(C(C(O2)C)O)O. Cell line: NCI-H460. Synergy scores: CSS=-4.36, Synergy_ZIP=1.91, Synergy_Bliss=0.990, Synergy_Loewe=-5.00, Synergy_HSA=-4.90. (4) Drug 1: C1=CC(=C2C(=C1NCCNCCO)C(=O)C3=C(C=CC(=C3C2=O)O)O)NCCNCCO. Drug 2: CC1=C(C(=O)C2=C(C1=O)N3CC4C(C3(C2COC(=O)N)OC)N4)N. Cell line: DU-145. Synergy scores: CSS=81.4, Synergy_ZIP=-2.26, Synergy_Bliss=-1.58, Synergy_Loewe=-1.13, Synergy_HSA=3.24. (5) Drug 1: C1CC(=O)NC(=O)C1N2CC3=C(C2=O)C=CC=C3N. Drug 2: C1C(C(OC1N2C=NC3=C(N=C(N=C32)Cl)N)CO)O. Cell line: LOX IMVI. Synergy scores: CSS=11.4, Synergy_ZIP=-3.26, Synergy_Bliss=-0.198, Synergy_Loewe=4.22, Synergy_HSA=4.22. (6) Drug 2: CC1=C(C(=O)C2=C(C1=O)N3CC4C(C3(C2COC(=O)N)OC)N4)N. Drug 1: CS(=O)(=O)OCCCCOS(=O)(=O)C. Cell line: K-562. Synergy scores: CSS=30.8, Synergy_ZIP=-8.78, Synergy_Bliss=-4.43, Synergy_Loewe=1.14, Synergy_HSA=1.52.